This data is from Catalyst prediction with 721,799 reactions and 888 catalyst types from USPTO. The task is: Predict which catalyst facilitates the given reaction. (1) Reactant: [CH3:1][S:2](Cl)(=[O:4])=[O:3].[CH3:6][C:7]1[CH:8]=[C:9]2[O:16][CH2:15][CH:14]([CH2:17][OH:18])[O:13][C:10]2=[N:11][CH:12]=1.C(N(CC)CC)C.O. Product: [CH3:1][S:2]([O:18][CH2:17][CH:14]1[O:13][C:10]2=[N:11][CH:12]=[C:7]([CH3:6])[CH:8]=[C:9]2[O:16][CH2:15]1)(=[O:4])=[O:3]. The catalyst class is: 2. (2) Reactant: [H-].[Na+].[CH:3]1([C:6]2[N:7]=[C:8]3[CH:13]=[CH:12][C:11]([N:14]4[CH:19]=[CH:18][C:17]([O:20][CH2:21][C:22]5[CH:27]=[CH:26][C:25]([F:28])=[CH:24][CH:23]=5)=[CH:16][C:15]4=[O:29])=[CH:10][N:9]3[C:30]=2[CH2:31][OH:32])[CH2:5][CH2:4]1.I[CH3:34]. Product: [CH:3]1([C:6]2[N:7]=[C:8]3[CH:13]=[CH:12][C:11]([N:14]4[CH:19]=[CH:18][C:17]([O:20][CH2:21][C:22]5[CH:27]=[CH:26][C:25]([F:28])=[CH:24][CH:23]=5)=[CH:16][C:15]4=[O:29])=[CH:10][N:9]3[C:30]=2[CH2:31][O:32][CH3:34])[CH2:4][CH2:5]1. The catalyst class is: 1. (3) Reactant: [CH:1]1([C:4]2[C:5]([N:10]3[CH:14]=[C:13]([CH2:15][OH:16])[C:12]([CH3:17])=[N:11]3)=[N:6][CH:7]=[CH:8][CH:9]=2)[CH2:3][CH2:2]1.[NH+]1C=CC=CC=1. Product: [CH:1]1([C:4]2[C:5]([N:10]3[CH:14]=[C:13]([CH:15]=[O:16])[C:12]([CH3:17])=[N:11]3)=[N:6][CH:7]=[CH:8][CH:9]=2)[CH2:3][CH2:2]1. The catalyst class is: 4. (4) Reactant: [CH3:1][N:2]([CH2:4][C:5]1([C:11]2[CH:16]=[CH:15][C:14]([OH:17])=[CH:13][CH:12]=2)[CH2:10][CH2:9][O:8][CH2:7][CH2:6]1)[CH3:3].Cl[CH2:19][CH2:20][CH2:21][N:22]([CH:24]([CH3:26])[CH3:25])[CH3:23].C([O-])([O-])=O.[K+].[K+]. Product: [CH3:3][N:2]([CH2:4][C:5]1([C:11]2[CH:16]=[CH:15][C:14]([O:17][CH2:19][CH2:20][CH2:21][N:22]([CH:24]([CH3:26])[CH3:25])[CH3:23])=[CH:13][CH:12]=2)[CH2:6][CH2:7][O:8][CH2:9][CH2:10]1)[CH3:1]. The catalyst class is: 3. (5) Reactant: [CH3:1][C:2]1[CH:7]=[CH:6][C:5]([S:8]([O:11][CH2:12][CH2:13][C@@:14]2([O:53][CH3:54])[C@H:19]([O:20]CC3C=CC=CC=3)[C@@H:18]([O:28]CC3C=CC=CC=3)[C@H:17]([O:36]CC3C=CC=CC=3)[C@@H:16]([CH2:44][O:45]CC3C=CC=CC=3)[O:15]2)(=[O:10])=[O:9])=[CH:4][CH:3]=1. Product: [CH3:1][C:2]1[CH:7]=[CH:6][C:5]([S:8]([O:11][CH2:12][CH2:13][C@@:14]2([O:53][CH3:54])[C@H:19]([OH:20])[C@@H:18]([OH:28])[C@H:17]([OH:36])[C@@H:16]([CH2:44][OH:45])[O:15]2)(=[O:9])=[O:10])=[CH:4][CH:3]=1. The catalyst class is: 19. (6) Reactant: [Cl:1][C:2]1[CH:3]=[C:4](/[CH:23]=[CH:24]/[C:25]([NH:27][O:28]C2CCCCO2)=[O:26])[CH:5]=[N:6][C:7]=1[NH:8][C@@H:9]1[CH2:13][CH2:12][N:11]([C:14](=[O:22])[CH2:15][CH:16]2[CH2:21][CH2:20][CH2:19][CH2:18][CH2:17]2)[CH2:10]1.Cl.C(O)C. Product: [ClH:1].[Cl:1][C:2]1[CH:3]=[C:4](/[CH:23]=[CH:24]/[C:25]([NH:27][OH:28])=[O:26])[CH:5]=[N:6][C:7]=1[NH:8][C@@H:9]1[CH2:13][CH2:12][N:11]([C:14](=[O:22])[CH2:15][CH:16]2[CH2:21][CH2:20][CH2:19][CH2:18][CH2:17]2)[CH2:10]1. The catalyst class is: 25. (7) Product: [C:1]([O:5][C:6](=[O:26])[NH:7][C:8]1[S:9][C:10]2[CH:16]=[C:15]([CH2:17][Br:34])[C:14]([F:18])=[C:13]([C:19]3[CH:24]=[CH:23][CH:22]=[C:21]([Cl:25])[CH:20]=3)[C:11]=2[N:12]=1)([CH3:4])([CH3:2])[CH3:3]. Reactant: [C:1]([O:5][C:6](=[O:26])[NH:7][C:8]1[S:9][C:10]2[CH:16]=[C:15]([CH3:17])[C:14]([F:18])=[C:13]([C:19]3[CH:24]=[CH:23][CH:22]=[C:21]([Cl:25])[CH:20]=3)[C:11]=2[N:12]=1)([CH3:4])([CH3:3])[CH3:2].C1C(=O)N([Br:34])C(=O)C1.C(OOC(=O)C1C=CC=CC=1)(=O)C1C=CC=CC=1. The catalyst class is: 53. (8) Reactant: [C:1]([O:5][C:6](=[O:44])[CH2:7][CH:8]([NH:23][C:24](=[O:43])[CH2:25][CH2:26][CH2:27][CH2:28][CH2:29][CH2:30][CH2:31][CH2:32][CH2:33][CH2:34][NH:35][C:36]([O:38][C:39]([CH3:42])([CH3:41])[CH3:40])=[O:37])[CH:9]([OH:22])[CH2:10][O:11][C:12]1[C:17]([F:18])=[C:16]([F:19])[CH:15]=[C:14]([F:20])[C:13]=1[F:21])([CH3:4])([CH3:3])[CH3:2].CC(OI1(OC(C)=O)(OC(C)=O)OC(=O)C2C=CC=CC1=2)=O.C([O-])(O)=O.[Na+]. Product: [C:1]([O:5][C:6](=[O:44])[CH2:7][CH:8]([NH:23][C:24](=[O:43])[CH2:25][CH2:26][CH2:27][CH2:28][CH2:29][CH2:30][CH2:31][CH2:32][CH2:33][CH2:34][NH:35][C:36]([O:38][C:39]([CH3:42])([CH3:41])[CH3:40])=[O:37])[C:9](=[O:22])[CH2:10][O:11][C:12]1[C:17]([F:18])=[C:16]([F:19])[CH:15]=[C:14]([F:20])[C:13]=1[F:21])([CH3:4])([CH3:2])[CH3:3]. The catalyst class is: 2. (9) Reactant: [CH3:1][C:2]1([CH3:42])[O:6][C@@H:5]([CH2:7][CH2:8][NH:9][C:10]([CH:12]2[CH:16]([C:17]3[CH:22]=[CH:21][CH:20]=[C:19]([Cl:23])[C:18]=3[F:24])[C:15]([C:27]3[CH:32]=[CH:31][C:30]([Cl:33])=[CH:29][C:28]=3[F:34])([C:25]#[N:26])[CH:14]([CH2:35][C:36]([CH3:41])([CH3:40])[CH2:37][CH2:38][OH:39])[NH:13]2)=[O:11])[CH2:4][O:3]1.C(N(CC)CC)C.[CH3:50][S:51](Cl)(=[O:53])=[O:52].O. Product: [Cl:23][C:19]1[C:18]([F:24])=[C:17]([C@H:16]2[C@H:12]([C:10](=[O:11])[NH:9][CH2:8][CH2:7][C@H:5]3[CH2:4][O:3][C:2]([CH3:42])([CH3:1])[O:6]3)[NH:13][C@@H:14]([CH2:35][C:36]([CH3:41])([CH3:40])[CH2:37][CH2:38][O:39][S:51]([CH3:50])(=[O:53])=[O:52])[C@@:15]2([C:27]2[CH:32]=[CH:31][C:30]([Cl:33])=[CH:29][C:28]=2[F:34])[C:25]#[N:26])[CH:22]=[CH:21][CH:20]=1. The catalyst class is: 4. (10) Reactant: [CH3:1][O:2][C:3]1[C:11]([O:12][CH3:13])=[C:10]([O:14][CH3:15])[CH:9]=[C:8]2[C:4]=1[CH:5]([C:17]1[CH:22]=[CH:21][C:20]([O:23][CH3:24])=[C:19]([N+:25]([O-])=O)[CH:18]=1)[CH2:6][C:7]2=[O:16]. Product: [NH2:25][C:19]1[CH:18]=[C:17]([CH:5]2[C:4]3[C:8](=[CH:9][C:10]([O:14][CH3:15])=[C:11]([O:12][CH3:13])[C:3]=3[O:2][CH3:1])[C:7](=[O:16])[CH2:6]2)[CH:22]=[CH:21][C:20]=1[O:23][CH3:24]. The catalyst class is: 19.